This data is from Forward reaction prediction with 1.9M reactions from USPTO patents (1976-2016). The task is: Predict the product of the given reaction. Given the reactants [Br:1][C:2]1[CH:3]=[C:4]2[N:10]([CH2:11][CH:12]3[CH2:17][CH2:16][C:15]([F:19])([F:18])[CH2:14][CH2:13]3)[CH:9]=[C:8](I)[C:5]2=[N:6][CH:7]=1.CC1(C)C(C)(C)OB([C:29]2[CH:30]=[N:31][N:32]([CH2:34][C:35]([F:38])([F:37])[F:36])[CH:33]=2)O1.C(=O)([O-])[O-].[K+].[K+], predict the reaction product. The product is: [Br:1][C:2]1[CH:3]=[C:4]2[N:10]([CH2:11][CH:12]3[CH2:17][CH2:16][C:15]([F:19])([F:18])[CH2:14][CH2:13]3)[CH:9]=[C:8]([C:29]3[CH:30]=[N:31][N:32]([CH2:34][C:35]([F:38])([F:37])[F:36])[CH:33]=3)[C:5]2=[N:6][CH:7]=1.